Dataset: Reaction yield outcomes from USPTO patents with 853,638 reactions. Task: Predict the reaction yield, written as a fraction of the theoretical maximum amount of product (1.0 means a 100% yield; for example, 0.34 means a 34% yield). (1) The catalyst is CN(C=O)C. The yield is 0.450. The reactants are FC(F)(F)C([O-])=O.[Br:8][C:9]1[CH:30]=[CH:29][C:12]([CH2:13][C:14]2[CH:15]=[N:16][C:17]3[N:18]([N:20]=[CH:21][C:22]=3[C:23]([NH:25][CH2:26][CH2:27][NH3+:28])=[O:24])[CH:19]=2)=[CH:11][CH:10]=1.[C:31](O)(=[O:34])[CH2:32][OH:33].CN(C(ON1N=NC2C=CC=CC1=2)=[N+](C)C)C.[B-](F)(F)(F)F.C(N(CC)CC)C. The product is [Br:8][C:9]1[CH:10]=[CH:11][C:12]([CH2:13][C:14]2[CH:15]=[N:16][C:17]3[N:18]([N:20]=[CH:21][C:22]=3[C:23]([NH:25][CH2:26][CH2:27][NH:28][C:32](=[O:33])[CH2:31][OH:34])=[O:24])[CH:19]=2)=[CH:29][CH:30]=1. (2) The reactants are [N:1]1[CH:6]=[CH:5][CH:4]=[C:3]([N:7]2[CH2:12][CH2:11][N:10]([C:13]([O:15][C:16]([CH3:19])([CH3:18])[CH3:17])=[O:14])[CH2:9][CH2:8]2)[CH:2]=1.[Br:20]N1C(=O)CCC1=O.[OH-].[Na+].C(OCC)(=O)C. The catalyst is C(#N)C. The product is [Br:20][C:6]1[N:1]=[CH:2][C:3]([N:7]2[CH2:12][CH2:11][N:10]([C:13]([O:15][C:16]([CH3:19])([CH3:18])[CH3:17])=[O:14])[CH2:9][CH2:8]2)=[CH:4][CH:5]=1. The yield is 0.970. (3) The reactants are Br[C:2]1[CH:11]=[CH:10][C:9]2[C:4](=[CH:5][CH:6]=[C:7]([OH:12])[CH:8]=2)[CH:3]=1.B1(B2OC(C)(C)C(C)(C)O2)OC(C)(C)C(C)(C)O1.ClCCl.C([O-])(=O)C.[K+].Br[C:40]1[C:48]2[C:43](=[CH:44][CH:45]=[C:46]([C:49]#[N:50])[CH:47]=2)[N:42]([CH:51]2[CH2:56][CH2:55][CH2:54][CH2:53][O:52]2)[N:41]=1.P([O-])([O-])([O-])=O.[K+].[K+].[K+]. The catalyst is CN(C=O)C. The yield is 0.540. The product is [OH:12][C:7]1[CH:8]=[C:9]2[C:4](=[CH:5][CH:6]=1)[CH:3]=[C:2]([C:40]1[C:48]3[C:43](=[CH:44][CH:45]=[C:46]([C:49]#[N:50])[CH:47]=3)[N:42]([CH:51]3[CH2:56][CH2:55][CH2:54][CH2:53][O:52]3)[N:41]=1)[CH:11]=[CH:10]2. (4) The reactants are Cl[C:2]1[N:3]=[C:4]([N:12]2[CH2:17][CH2:16][O:15][CH2:14][CH2:13]2)[C:5]2[O:11][CH2:10][CH2:9][CH2:8][C:6]=2[N:7]=1.[CH2:18]([NH:20][C:21](=[O:32])[NH:22][C:23]1[CH:28]=[CH:27][C:26](B(O)O)=[CH:25][CH:24]=1)[CH3:19].C([O-])(=O)C.[K+].C(=O)([O-])[O-].[Na+].[Na+]. The catalyst is C(#N)C.O.C1C=CC([P]([Pd]([P](C2C=CC=CC=2)(C2C=CC=CC=2)C2C=CC=CC=2)([P](C2C=CC=CC=2)(C2C=CC=CC=2)C2C=CC=CC=2)[P](C2C=CC=CC=2)(C2C=CC=CC=2)C2C=CC=CC=2)(C2C=CC=CC=2)C2C=CC=CC=2)=CC=1. The product is [CH2:18]([NH:20][C:21]([NH:22][C:23]1[CH:28]=[CH:27][C:26]([C:2]2[N:3]=[C:4]([N:12]3[CH2:17][CH2:16][O:15][CH2:14][CH2:13]3)[C:5]3[O:11][CH2:10][CH2:9][CH2:8][C:6]=3[N:7]=2)=[CH:25][CH:24]=1)=[O:32])[CH3:19]. The yield is 0.0650. (5) The reactants are [Cl:1][C:2]1[CH:7]=[CH:6][C:5]([C:8]2[O:9][C:10]3[CH:19]=[C:18]([N+:20]([O-:22])=[O:21])[C:17](OS(C(F)(F)F)(=O)=O)=[CH:16][C:11]=3[C:12]=2[C:13]([O-:15])=[O:14])=[CH:4][CH:3]=1.[F-].[K+].[Na+].[Br-].[CH:35]1(B(O)O)[CH2:37][CH2:36]1.[C:41]1(C)C=CC=C[CH:42]=1. The catalyst is C1C=CC([P]([Pd]([P](C2C=CC=CC=2)(C2C=CC=CC=2)C2C=CC=CC=2)([P](C2C=CC=CC=2)(C2C=CC=CC=2)C2C=CC=CC=2)[P](C2C=CC=CC=2)(C2C=CC=CC=2)C2C=CC=CC=2)(C2C=CC=CC=2)C2C=CC=CC=2)=CC=1.O. The product is [Cl:1][C:2]1[CH:3]=[CH:4][C:5]([C:8]2[O:9][C:10]3[CH:19]=[C:18]([N+:20]([O-:22])=[O:21])[C:17]([CH:35]4[CH2:37][CH2:36]4)=[CH:16][C:11]=3[C:12]=2[C:13]([O:15][CH2:41][CH3:42])=[O:14])=[CH:6][CH:7]=1. The yield is 0.990.